This data is from Reaction yield outcomes from USPTO patents with 853,638 reactions. The task is: Predict the reaction yield, written as a fraction of the theoretical maximum amount of product (1.0 means a 100% yield; for example, 0.34 means a 34% yield). (1) The reactants are [C:1]([O:5][C:6]([NH:8][C@@H:9]1[CH:15]=[CH:14][C@@H:13]([CH2:16][O:17][Si](C(C)(C)C)(C)C)[O:12][C@@H:10]1[CH3:11])=[O:7])([CH3:4])([CH3:3])[CH3:2]. The catalyst is C(OCC)(=O)C.C(O)C.[Pt](=O)=O. The product is [C:1]([O:5][C:6]([NH:8][C@@H:9]1[CH2:15][CH2:14][C@@H:13]([CH2:16][OH:17])[O:12][C@@H:10]1[CH3:11])=[O:7])([CH3:4])([CH3:2])[CH3:3]. The yield is 0.790. (2) The reactants are [OH:1][C:2]1[CH:15]=[CH:14][C:5]2[C:6]([CH2:9][C:10]([O:12][CH3:13])=[O:11])=[CH:7][O:8][C:4]=2[CH:3]=1. The catalyst is CO.[C].[Pd]. The product is [OH:1][C:2]1[CH:15]=[CH:14][C:5]2[CH:6]([CH2:9][C:10]([O:12][CH3:13])=[O:11])[CH2:7][O:8][C:4]=2[CH:3]=1. The yield is 0.760. (3) The reactants are [Cl:1][C:2]1[C:3]([N:17]2[CH2:22][CH2:21][CH:20]([C:23]3[CH:32]=[CH:31][CH:30]=[CH:29][C:24]=3[C:25]([O:27][CH3:28])=[O:26])[CH2:19][CH2:18]2)=[CH:4][N:5]=[N:6][C:7]=1[NH:8][NH:9][C:10](=O)[CH2:11][C:12]([F:15])([F:14])[F:13].P(Cl)(Cl)(Cl)=O. The catalyst is C(#N)C. The product is [Cl:1][C:2]1[C:7]2[N:6]([C:10]([CH2:11][C:12]([F:15])([F:14])[F:13])=[N:9][N:8]=2)[N:5]=[CH:4][C:3]=1[N:17]1[CH2:22][CH2:21][CH:20]([C:23]2[CH:32]=[CH:31][CH:30]=[CH:29][C:24]=2[C:25]([O:27][CH3:28])=[O:26])[CH2:19][CH2:18]1. The yield is 0.00300. (4) The reactants are [CH3:1][O:2][C:3]1[N:11]=[CH:10][CH:9]=[CH:8][C:4]=1[C:5]([OH:7])=O.[CH3:12][NH:13][O:14][CH3:15].CCN(CC)CC.CCCP1(OP(CCC)(=O)OP(CCC)(=O)O1)=O. The catalyst is C(Cl)Cl. The product is [CH3:1][O:2][C:3]1[N:11]=[CH:10][CH:9]=[CH:8][C:4]=1[C:5]([N:13]([O:14][CH3:15])[CH3:12])=[O:7]. The yield is 0.910.